From a dataset of Forward reaction prediction with 1.9M reactions from USPTO patents (1976-2016). Predict the product of the given reaction. (1) Given the reactants [N:1]([C:4]1[CH:5]=[C:6]([CH:10]=[CH:11][C:12]=1[O:13][C:14]([F:17])([F:16])[F:15])[C:7]([NH2:9])=[O:8])=[C:2]=[S:3].[NH3:18].CO, predict the reaction product. The product is: [NH:1]([C:4]1[CH:5]=[C:6]([CH:10]=[CH:11][C:12]=1[O:13][C:14]([F:15])([F:17])[F:16])[C:7]([NH2:9])=[O:8])[C:2]([NH2:18])=[S:3]. (2) Given the reactants [NH2:1][CH2:2][C@H:3]([OH:15])[CH2:4][N:5]1[CH2:14][CH2:13][C:12]2[C:7](=[CH:8][CH:9]=[CH:10][CH:11]=2)[CH2:6]1.CCN(CC)CC.[Cl:23][C:24]1[N:29]=[CH:28][N:27]=[C:26]([C:30](Cl)=[O:31])[CH:25]=1, predict the reaction product. The product is: [Cl:23][C:24]1[N:29]=[CH:28][N:27]=[C:26]([C:30]([NH:1][CH2:2][C@H:3]([OH:15])[CH2:4][N:5]2[CH2:14][CH2:13][C:12]3[C:7](=[CH:8][CH:9]=[CH:10][CH:11]=3)[CH2:6]2)=[O:31])[CH:25]=1. (3) Given the reactants Br[C:2]1[CH:7]=[N:6][C:5]([C:8]([NH2:10])=[O:9])=[C:4]2[NH:11][CH:12]=[CH:13][C:3]=12.Cl.[CH3:15][NH:16][CH:17]1[CH2:20][N:19]([C:21]([O:23][C:24]([CH3:27])([CH3:26])[CH3:25])=[O:22])[CH2:18]1.ClC1C(P(C2CCCCC2)C2CCCCC2)=C(C2C(C(C)C)=CC(C(C)C)=CC=2C(C)C)C=CC=1.[Li+].C[Si]([N-][Si](C)(C)C)(C)C, predict the reaction product. The product is: [C:8]([C:5]1[N:6]=[CH:7][C:2]([N:16]([CH3:15])[CH:17]2[CH2:20][N:19]([C:21]([O:23][C:24]([CH3:26])([CH3:25])[CH3:27])=[O:22])[CH2:18]2)=[C:3]2[CH:13]=[CH:12][NH:11][C:4]=12)(=[O:9])[NH2:10]. (4) Given the reactants Br[CH2:2][CH2:3][CH2:4][CH2:5][O:6][C:7]1[CH:8]=[C:9]2[C:14](=[CH:15][CH:16]=1)[N:13]1[CH:17]=[CH:18][CH:19]=[C:12]1[C:11](=[O:20])[NH:10]2.Cl.Cl.[Cl:23][C:24]1[C:29]([Cl:30])=[CH:28][CH:27]=[CH:26][C:25]=1[N:31]1[CH2:36][CH2:35][NH:34][CH2:33][CH2:32]1.ClC1C=C(N2CCN(CCCCCOC3N=CC4C(C=3)=CC=CC=4)CC2)C=CC=1, predict the reaction product. The product is: [Cl:23][C:24]1[C:29]([Cl:30])=[CH:28][CH:27]=[CH:26][C:25]=1[N:31]1[CH2:36][CH2:35][N:34]([CH2:2][CH2:3][CH2:4][CH2:5][O:6][C:7]2[CH:8]=[C:9]3[C:14](=[CH:15][CH:16]=2)[N:13]2[CH:17]=[CH:18][CH:19]=[C:12]2[C:11](=[O:20])[NH:10]3)[CH2:33][CH2:32]1. (5) Given the reactants [Br:1][C:2]1[CH:17]=[CH:16][C:5]2[N:6]=[C:7]([C:9]3[CH:10]=[C:11]([CH:13]=[CH:14][CH:15]=3)[NH2:12])[O:8][C:4]=2[CH:3]=1.[CH2:18]([N:20]=[C:21]=[O:22])[CH3:19].O, predict the reaction product. The product is: [Br:1][C:2]1[CH:17]=[CH:16][C:5]2[N:6]=[C:7]([C:9]3[CH:10]=[C:11]([NH:12][C:21]([NH:20][CH2:18][CH3:19])=[O:22])[CH:13]=[CH:14][CH:15]=3)[O:8][C:4]=2[CH:3]=1. (6) Given the reactants [Li+].[OH-].C([O:5][C:6](=[O:25])[CH2:7][NH:8][C:9](=[O:24])[C:10]1[CH:15]=[CH:14][C:13]([O:16][CH2:17][C:18]2[CH:23]=[CH:22][CH:21]=[CH:20][CH:19]=2)=[CH:12][CH:11]=1)C, predict the reaction product. The product is: [CH2:17]([O:16][C:13]1[CH:14]=[CH:15][C:10]([C:9]([NH:8][CH2:7][C:6]([OH:25])=[O:5])=[O:24])=[CH:11][CH:12]=1)[C:18]1[CH:19]=[CH:20][CH:21]=[CH:22][CH:23]=1.